This data is from Catalyst prediction with 721,799 reactions and 888 catalyst types from USPTO. The task is: Predict which catalyst facilitates the given reaction. (1) Reactant: [O:1]1[C:5]2[CH:6]=[CH:7][CH:8]=[CH:9][C:4]=2[N:3]=[C:2]1[C@@H:10]1[CH2:14][CH2:13][CH2:12][N:11]1[C:15]([C@H:17]([CH2:22][CH2:23][CH2:24][CH3:25])[CH2:18][C:19](O)=[O:20])=[O:16].[CH3:26][O:27][NH:28][CH3:29].C(Cl)CCl.C1C=CC2N(O)N=NC=2C=1. Product: [CH3:26][O:27][N:28]([CH3:29])[C:19](=[O:20])[CH2:18][C@H:17]([C:15]([N:11]1[CH2:12][CH2:13][CH2:14][C@H:10]1[C:2]1[O:1][C:5]2[CH:6]=[CH:7][CH:8]=[CH:9][C:4]=2[N:3]=1)=[O:16])[CH2:22][CH2:23][CH2:24][CH3:25]. The catalyst class is: 3. (2) Reactant: [Br:1]N1C(=O)CCC1=O.[CH:9]([C:12]1[CH:17]=[CH:16][N:15]=[C:14]([NH2:18])[N:13]=1)([CH3:11])[CH3:10]. Product: [Br:1][C:17]1[C:12]([CH:9]([CH3:11])[CH3:10])=[N:13][C:14]([NH2:18])=[N:15][CH:16]=1. The catalyst class is: 22.